Task: Binary Classification. Given a drug SMILES string, predict its activity (active/inactive) in a high-throughput screening assay against a specified biological target.. Dataset: HIV replication inhibition screening data with 41,000+ compounds from the AIDS Antiviral Screen (1) The result is 0 (inactive). The molecule is CCNCCCCNCCCCNCCCCNCCCCNCC.Cl. (2) The molecule is Cc1ccc(S(=O)(=O)NC(=CC=Cc2ccccc2)C(=O)C(C)(C)C)cc1. The result is 1 (active). (3) The drug is C=CCOC1(CC=C)C(=O)OC2C(O)COC21O. The result is 0 (inactive).